Binary Classification. Given a drug SMILES string, predict its activity (active/inactive) in a high-throughput screening assay against a specified biological target. From a dataset of HIV replication inhibition screening data with 41,000+ compounds from the AIDS Antiviral Screen. (1) The compound is Cc1ccc(S(=O)(=O)NCCN(CCNS(=O)(=O)c2ccc(C)cc2)S(=O)(=O)c2ccc(C)cc2)cc1. The result is 0 (inactive). (2) The compound is C#CCCCC(=C)CC1OC(=O)C(C)C1O. The result is 0 (inactive). (3) The molecule is CC(C=NNC1=NCCCCN1)=NNC1=NCCCCN1.I. The result is 0 (inactive). (4) The drug is N#Cc1ccc(S(=O)(=O)c2ccc(C#N)cc2)cc1. The result is 0 (inactive).